Predict the product of the given reaction. From a dataset of Forward reaction prediction with 1.9M reactions from USPTO patents (1976-2016). (1) Given the reactants [N:1]1[CH:6]=[CH:5][CH:4]=[CH:3][C:2]=1[C:7]#[N:8].[Cl-].[OH:10][NH3+:11].C(N(CC)CC)C, predict the reaction product. The product is: [OH:10][N:11]=[C:7]([C:2]1[CH:3]=[CH:4][CH:5]=[CH:6][N:1]=1)[NH2:8]. (2) Given the reactants [C:1]([O:5][C:6]([N:8]1[CH2:13][CH2:12][CH:11]([C:14]2[C:23]3[C:18](=[CH:19][C:20]([O:24][CH2:25][CH2:26][OH:27])=[CH:21][CH:22]=3)[N:17]=[CH:16][N:15]=2)[CH2:10][CH2:9]1)=[O:7])([CH3:4])([CH3:3])[CH3:2].CCN(C(C)C)C(C)C.[CH3:37][S:38](Cl)(=[O:40])=[O:39], predict the reaction product. The product is: [C:1]([O:5][C:6]([N:8]1[CH2:13][CH2:12][CH:11]([C:14]2[C:23]3[C:18](=[CH:19][C:20]([O:24][CH2:25][CH2:26][O:27][S:38]([CH3:37])(=[O:40])=[O:39])=[CH:21][CH:22]=3)[N:17]=[CH:16][N:15]=2)[CH2:10][CH2:9]1)=[O:7])([CH3:4])([CH3:3])[CH3:2]. (3) Given the reactants [CH2:1]([O:3][C:4](=[O:21])[C:5]1[CH:10]=[CH:9][CH:8]=[C:7]([N:11]2[C:15]([NH2:16])=[CH:14][C:13]([C:17]([CH3:20])([CH3:19])[CH3:18])=[N:12]2)[CH:6]=1)[CH3:2].[Cl:22][C:23]([Cl:47])([Cl:46])[CH2:24][O:25][C:26](=[O:45])NC1N(C2C=CC=C(CO)C=2)N=C(C(C)(C)C)C=1, predict the reaction product. The product is: [CH2:1]([O:3][C:4](=[O:21])[C:5]1[CH:10]=[CH:9][CH:8]=[C:7]([N:11]2[C:15]([NH:16][C:26]([O:25][CH2:24][C:23]([Cl:47])([Cl:46])[Cl:22])=[O:45])=[CH:14][C:13]([C:17]([CH3:20])([CH3:19])[CH3:18])=[N:12]2)[CH:6]=1)[CH3:2].